This data is from Reaction yield outcomes from USPTO patents with 853,638 reactions. The task is: Predict the reaction yield, written as a fraction of the theoretical maximum amount of product (1.0 means a 100% yield; for example, 0.34 means a 34% yield). (1) The reactants are C[O:2][C:3](=[O:33])[CH:4]([C:6]1[CH:11]=[CH:10][C:9]([C:12]#[C:13][C:14]2[CH:23]=[C:22]([O:24][CH3:25])[C:21]3[CH:20]([N:26]([CH:28]4[CH2:30][CH2:29]4)[CH3:27])[CH2:19][CH2:18][C:17]([CH3:32])([CH3:31])[C:16]=3[CH:15]=2)=[CH:8][CH:7]=1)[CH3:5].[OH-].[K+].Cl. The catalyst is CO.O1CCCC1. The product is [CH:28]1([N:26]([CH3:27])[CH:20]2[CH2:19][CH2:18][C:17]([CH3:31])([CH3:32])[C:16]3[CH:15]=[C:14]([C:13]#[C:12][C:9]4[CH:8]=[CH:7][C:6]([CH:4]([CH3:5])[C:3]([OH:33])=[O:2])=[CH:11][CH:10]=4)[CH:23]=[C:22]([O:24][CH3:25])[C:21]2=3)[CH2:29][CH2:30]1. The yield is 0.560. (2) The reactants are C[O:2][C:3](=[O:12])[CH:4]([OH:11])[C:5]1[CH:10]=[CH:9][CH:8]=[CH:7][CH:6]=1.[CH3:13][N:14]([CH3:18])[C:15](Cl)=[O:16]. The catalyst is C1COCC1.CN(C1C=CN=CC=1)C.C(OCC)(=O)C. The product is [CH3:13][N:14]([CH3:18])[C:15]([O:11][CH:4]([C:5]1[CH:10]=[CH:9][CH:8]=[CH:7][CH:6]=1)[C:3]([OH:2])=[O:12])=[O:16]. The yield is 0.830. (3) The reactants are O=[C:2]([CH3:9])[CH2:3][C:4]([O:6][CH2:7][CH3:8])=[O:5].[NH2:10][C:11]1[CH:18]=[CH:17][CH:16]=[C:15]([O:19][CH:20]2[CH2:25][CH2:24][CH2:23][CH2:22][CH2:21]2)[C:12]=1[C:13]#[N:14].Cl[Sn](Cl)(Cl)Cl. The catalyst is C1(C)C=CC=CC=1. The product is [NH2:14][C:13]1[C:12]2[C:11](=[CH:18][CH:17]=[CH:16][C:15]=2[O:19][CH:20]2[CH2:21][CH2:22][CH2:23][CH2:24][CH2:25]2)[N:10]=[C:2]([CH3:9])[C:3]=1[C:4]([O:6][CH2:7][CH3:8])=[O:5]. The yield is 0.850.